From a dataset of Catalyst prediction with 721,799 reactions and 888 catalyst types from USPTO. Predict which catalyst facilitates the given reaction. (1) Reactant: [CH3:1][C:2]1([CH3:19])[C:9]2[S:8][C:7]([NH:10]C(=O)OC(C)(C)C)=[N:6][C:5]=2[C:4](=[O:18])[O:3]1.FC(F)(F)C(O)=O. Product: [NH2:10][C:7]1[S:8][C:9]2[C:2]([CH3:1])([CH3:19])[O:3][C:4](=[O:18])[C:5]=2[N:6]=1. The catalyst class is: 2. (2) Reactant: [CH3:1][O:2][C:3]1[CH:4]=[CH:5][C:6]([C:10]([O:12]C)=[O:11])=[N:7][C:8]=1[CH3:9].O.[Li+].[OH-].C(OCC)(=O)C. Product: [CH3:1][O:2][C:3]1[CH:4]=[CH:5][C:6]([C:10]([OH:12])=[O:11])=[N:7][C:8]=1[CH3:9]. The catalyst class is: 7. (3) Reactant: Cl[C:2]1[N:3]=[N:4][C:5]([I:8])=[CH:6][CH:7]=1.[N:9]1([C:15]([O:17][C:18]([CH3:21])([CH3:20])[CH3:19])=[O:16])[CH2:14][CH2:13][NH:12][CH2:11][CH2:10]1.CCN(C(C)C)C(C)C. Product: [I:8][C:5]1[N:4]=[N:3][C:2]([N:12]2[CH2:11][CH2:10][N:9]([C:15]([O:17][C:18]([CH3:21])([CH3:20])[CH3:19])=[O:16])[CH2:14][CH2:13]2)=[CH:7][CH:6]=1. The catalyst class is: 218. (4) Product: [CH3:19][NH:20][C:8]1[CH:13]=[CH:12][C:11]([F:14])=[CH:10][C:9]=1[N+:15]([O-:17])=[O:16]. Reactant: C(=O)([O-])[O-].[K+].[K+].F[C:8]1[CH:13]=[CH:12][C:11]([F:14])=[CH:10][C:9]=1[N+:15]([O-:17])=[O:16].Cl.[CH3:19][NH2:20]. The catalyst class is: 9. (5) Reactant: [CH:1]1[CH:2]=[C:3]([CH2:6][NH:7][C:8]2[N:16]=[CH:15][N:14]=[C:10]3[N:11]=[CH:12][NH:13][C:9]=23)[O:4][CH:5]=1.C([O-])([O-])=O.[K+].[K+].[Br:23][CH2:24][CH2:25]Br. Product: [CH2:6]([NH:7][C:8]1[N:16]=[CH:15][N:14]=[C:10]2[C:9]=1[N:13]=[CH:12][N:11]2[CH2:25][CH2:24][Br:23])[C:3]1[O:4][CH:5]=[CH:1][CH:2]=1. The catalyst class is: 9. (6) Reactant: [NH2:1][C:2]1[C:7]([C:8]#[N:9])=[C:6]([C:10]2[N:11]=[C:12]([C:15]#[C:16][CH2:17][O:18][Si](C(C)(C)C)(C)C)[S:13][CH:14]=2)[C:5]([C:26]#[N:27])=[C:4]([S:28][CH2:29][C:30]2[N:31]=[C:32]([C:35]3[CH:40]=[CH:39][C:38]([Cl:41])=[CH:37][CH:36]=3)[S:33][CH:34]=2)[N:3]=1.[H][H]. Product: [NH2:1][C:2]1[C:7]([C:8]#[N:9])=[C:6]([C:10]2[N:11]=[C:12]([CH2:15][CH2:16][CH2:17][OH:18])[S:13][CH:14]=2)[C:5]([C:26]#[N:27])=[C:4]([S:28][CH2:29][C:30]2[N:31]=[C:32]([C:35]3[CH:40]=[CH:39][C:38]([Cl:41])=[CH:37][CH:36]=3)[S:33][CH:34]=2)[N:3]=1. The catalyst class is: 78. (7) Reactant: CN(C)CCN(C)C.[Li]CCCC.[Cl:14][C:15]1[CH:20]=[CH:19][C:18]([SH:21])=[CH:17][CH:16]=1.CN([CH:25]=[O:26])C.Cl. Product: [Cl:14][C:15]1[CH:20]=[C:19]([CH:25]=[O:26])[C:18]([SH:21])=[CH:17][CH:16]=1. The catalyst class is: 244.